This data is from Full USPTO retrosynthesis dataset with 1.9M reactions from patents (1976-2016). The task is: Predict the reactants needed to synthesize the given product. Given the product [NH2:14][C@@:13]1([C:19]2[CH:24]=[C:23]([Br:25])[CH:22]=[CH:21][C:20]=2[F:26])[CH2:17][O:18][C@@H:10]([CH2:9][O:8][CH2:1][C:2]2[CH:3]=[CH:4][CH:5]=[CH:6][CH:7]=2)[CH2:11][C@H:12]1[CH2:16][OH:15], predict the reactants needed to synthesize it. The reactants are: [CH2:1]([O:8][CH2:9][C@@H:10]1[O:18][CH2:17][C@:13]2([C:19]3[CH:24]=[C:23]([Br:25])[CH:22]=[CH:21][C:20]=3[F:26])[NH:14][O:15][CH2:16][C@@H:12]2[CH2:11]1)[C:2]1[CH:7]=[CH:6][CH:5]=[CH:4][CH:3]=1.